This data is from Catalyst prediction with 721,799 reactions and 888 catalyst types from USPTO. The task is: Predict which catalyst facilitates the given reaction. (1) Reactant: N1C2C(=NC=CC=2)N(O[C:11]([C:13]2[C:17]([CH3:18])=[C:16](/[CH:19]=[C:20]3\[C:21](=[O:41])[NH:22][C:23]4[C:28]\3=[CH:27][C:26]([S:29]([CH2:32][C:33]3[C:38]([Cl:39])=[CH:37][CH:36]=[CH:35][C:34]=3[Cl:40])(=[O:31])=[O:30])=[CH:25][CH:24]=4)[NH:15][C:14]=2[CH3:42])=[O:12])N=1.CCN(C(C)C)C(C)C.OC(C(F)(F)F)=O.[CH3:59][N:60]1[CH2:65][CH2:64][CH:63]([CH2:66][NH2:67])[CH2:62][CH2:61]1. Product: [CH3:59][N:60]1[CH2:65][CH2:64][CH:63]([CH2:66][NH:67][C:11]([C:13]2[C:17]([CH3:18])=[C:16](/[CH:19]=[C:20]3\[C:21](=[O:41])[NH:22][C:23]4[C:28]\3=[CH:27][C:26]([S:29]([CH2:32][C:33]3[C:38]([Cl:39])=[CH:37][CH:36]=[CH:35][C:34]=3[Cl:40])(=[O:30])=[O:31])=[CH:25][CH:24]=4)[NH:15][C:14]=2[CH3:42])=[O:12])[CH2:62][CH2:61]1. The catalyst class is: 3. (2) Reactant: Br[C:2]1[CH:3]=[C:4]2[C:9]([NH:10][C@H:11]3[CH2:16][CH2:15][CH2:14][CH2:13][C@@:12]3([OH:18])[CH3:17])=[C:8]([C:19]([NH2:21])=[O:20])[CH:7]=[N:6][N:5]2[CH:22]=1.[C:23]1(B(O)O)[CH:28]=[CH:27][CH:26]=[CH:25][CH:24]=1.C1(P(C2CCCCC2)C2C=CC=CC=2C2C(C(C)C)=CC(C(C)C)=CC=2C(C)C)CCCCC1.[O-]P([O-])([O-])=O.[K+].[K+].[K+]. Product: [OH:18][C@@:12]1([CH3:17])[CH2:13][CH2:14][CH2:15][CH2:16][C@@H:11]1[NH:10][C:9]1[C:4]2[N:5]([CH:22]=[C:2]([C:23]3[CH:28]=[CH:27][CH:26]=[CH:25][CH:24]=3)[CH:3]=2)[N:6]=[CH:7][C:8]=1[C:19]([NH2:21])=[O:20]. The catalyst class is: 416.